Dataset: Ames mutagenicity test results for genotoxicity prediction. Task: Regression/Classification. Given a drug SMILES string, predict its toxicity properties. Task type varies by dataset: regression for continuous values (e.g., LD50, hERG inhibition percentage) or binary classification for toxic/non-toxic outcomes (e.g., AMES mutagenicity, cardiotoxicity, hepatotoxicity). Dataset: ames. (1) The result is 0 (non-mutagenic). The molecule is Clc1cccc(Cl)c1. (2) The drug is CC(CN1c2ccccc2Sc2ccccc21)N(C)C. The result is 0 (non-mutagenic).